This data is from NCI-60 drug combinations with 297,098 pairs across 59 cell lines. The task is: Regression. Given two drug SMILES strings and cell line genomic features, predict the synergy score measuring deviation from expected non-interaction effect. (1) Drug 1: CN(CC1=CN=C2C(=N1)C(=NC(=N2)N)N)C3=CC=C(C=C3)C(=O)NC(CCC(=O)O)C(=O)O. Drug 2: C1C(C(OC1N2C=NC3=C2NC=NCC3O)CO)O. Cell line: HL-60(TB). Synergy scores: CSS=56.2, Synergy_ZIP=0.951, Synergy_Bliss=-0.643, Synergy_Loewe=-30.7, Synergy_HSA=-0.694. (2) Drug 1: CC1OCC2C(O1)C(C(C(O2)OC3C4COC(=O)C4C(C5=CC6=C(C=C35)OCO6)C7=CC(=C(C(=C7)OC)O)OC)O)O. Drug 2: CC1=C(C(=CC=C1)Cl)NC(=O)C2=CN=C(S2)NC3=CC(=NC(=N3)C)N4CCN(CC4)CCO. Cell line: NCIH23. Synergy scores: CSS=8.15, Synergy_ZIP=-25.5, Synergy_Bliss=-55.1, Synergy_Loewe=-49.9, Synergy_HSA=-48.8. (3) Drug 1: C1=NC(=NC(=O)N1C2C(C(C(O2)CO)O)O)N. Drug 2: COC1=C2C(=CC3=C1OC=C3)C=CC(=O)O2. Cell line: COLO 205. Synergy scores: CSS=42.9, Synergy_ZIP=1.95, Synergy_Bliss=1.23, Synergy_Loewe=-28.0, Synergy_HSA=-0.0158. (4) Drug 1: C1CCC(CC1)NC(=O)N(CCCl)N=O. Drug 2: C1=CN(C(=O)N=C1N)C2C(C(C(O2)CO)O)O.Cl. Cell line: HOP-62. Synergy scores: CSS=60.8, Synergy_ZIP=1.49, Synergy_Bliss=0.912, Synergy_Loewe=-26.6, Synergy_HSA=1.87. (5) Drug 1: CC1OCC2C(O1)C(C(C(O2)OC3C4COC(=O)C4C(C5=CC6=C(C=C35)OCO6)C7=CC(=C(C(=C7)OC)O)OC)O)O. Drug 2: CC1=CC2C(CCC3(C2CCC3(C(=O)C)OC(=O)C)C)C4(C1=CC(=O)CC4)C. Cell line: A549. Synergy scores: CSS=52.6, Synergy_ZIP=8.08, Synergy_Bliss=8.66, Synergy_Loewe=-14.6, Synergy_HSA=12.5. (6) Drug 1: CC(C)NC(=O)C1=CC=C(C=C1)CNNC.Cl. Drug 2: C1CCC(C(C1)N)N.C(=O)(C(=O)[O-])[O-].[Pt+4]. Cell line: IGROV1. Synergy scores: CSS=8.13, Synergy_ZIP=-5.50, Synergy_Bliss=-6.69, Synergy_Loewe=-5.76, Synergy_HSA=-4.62. (7) Drug 1: CC1=C(C=C(C=C1)NC(=O)C2=CC=C(C=C2)CN3CCN(CC3)C)NC4=NC=CC(=N4)C5=CN=CC=C5. Drug 2: C1CCC(C(C1)N)N.C(=O)(C(=O)[O-])[O-].[Pt+4]. Cell line: SN12C. Synergy scores: CSS=19.8, Synergy_ZIP=-5.95, Synergy_Bliss=-2.52, Synergy_Loewe=-20.1, Synergy_HSA=-10.5. (8) Drug 1: C1=CN(C=N1)CC(O)(P(=O)(O)O)P(=O)(O)O. Drug 2: C1CCC(C(C1)N)N.C(=O)(C(=O)[O-])[O-].[Pt+4]. Cell line: NCI/ADR-RES. Synergy scores: CSS=17.0, Synergy_ZIP=-5.17, Synergy_Bliss=-3.72, Synergy_Loewe=-2.93, Synergy_HSA=-2.84. (9) Drug 1: CC1=C2C(C(=O)C3(C(CC4C(C3C(C(C2(C)C)(CC1OC(=O)C(C(C5=CC=CC=C5)NC(=O)OC(C)(C)C)O)O)OC(=O)C6=CC=CC=C6)(CO4)OC(=O)C)OC)C)OC. Drug 2: CC1=C(C(=O)C2=C(C1=O)N3CC4C(C3(C2COC(=O)N)OC)N4)N. Cell line: MCF7. Synergy scores: CSS=48.8, Synergy_ZIP=-2.88, Synergy_Bliss=-2.96, Synergy_Loewe=-1.33, Synergy_HSA=4.41. (10) Drug 1: C1CCC(C1)C(CC#N)N2C=C(C=N2)C3=C4C=CNC4=NC=N3. Drug 2: CNC(=O)C1=NC=CC(=C1)OC2=CC=C(C=C2)NC(=O)NC3=CC(=C(C=C3)Cl)C(F)(F)F. Cell line: HL-60(TB). Synergy scores: CSS=-23.9, Synergy_ZIP=4.73, Synergy_Bliss=-13.7, Synergy_Loewe=-46.8, Synergy_HSA=-22.4.